From a dataset of Catalyst prediction with 721,799 reactions and 888 catalyst types from USPTO. Predict which catalyst facilitates the given reaction. (1) The catalyst class is: 21. Reactant: [F:1][C:2]1[CH:3]=[C:4]([CH:14]([CH3:20])[C:15]([O:17][CH2:18][CH3:19])=[O:16])[CH:5]=[CH:6][C:7]=1[CH2:8][NH:9][S:10]([CH3:13])(=[O:12])=[O:11].[C:21]([O-])([O-])=O.[K+].[K+].CI. Product: [F:1][C:2]1[CH:3]=[C:4]([CH:14]([CH3:20])[C:15]([O:17][CH2:18][CH3:19])=[O:16])[CH:5]=[CH:6][C:7]=1[CH2:8][N:9]([CH3:21])[S:10]([CH3:13])(=[O:11])=[O:12]. (2) Reactant: [C:1]1([CH2:7][CH2:8][CH:9]=[CH2:10])[CH:6]=[CH:5][CH:4]=[CH:3][CH:2]=1.[CH3:11][C:12]1[CH2:17][CH2:16][CH2:15][C:14](=[O:18])[CH:13]=1.C[Si](Cl)(C)C. Product: [CH3:11][C:12]1([CH2:10][CH2:9][CH2:8][CH2:7][C:1]2[CH:6]=[CH:5][CH:4]=[CH:3][CH:2]=2)[CH:17]=[CH:16][CH2:15][C:14](=[O:18])[CH2:13]1. The catalyst class is: 158.